From a dataset of Full USPTO retrosynthesis dataset with 1.9M reactions from patents (1976-2016). Predict the reactants needed to synthesize the given product. (1) The reactants are: [C:1]1([C:7]2[O:11][N:10]=[C:9]([C:12](F)=[O:13])[C:8]=2[C:15]([F:18])([F:17])[F:16])[CH:6]=[CH:5][CH:4]=[CH:3][CH:2]=1.O/[N:20]=[C:21](/[C:23]1[CH:40]=[CH:39][C:26]([CH2:27][N:28]2[CH2:31][CH:30]([C:32]([O:34][C:35]([CH3:38])([CH3:37])[CH3:36])=[O:33])[CH2:29]2)=[CH:25][CH:24]=1)\[NH2:22].CCN(C(C)C)C(C)C. Given the product [C:1]1([C:7]2[O:11][N:10]=[C:9]([C:12]3[O:13][N:22]=[C:21]([C:23]4[CH:24]=[CH:25][C:26]([CH2:27][N:28]5[CH2:29][CH:30]([C:32]([O:34][C:35]([CH3:36])([CH3:38])[CH3:37])=[O:33])[CH2:31]5)=[CH:39][CH:40]=4)[N:20]=3)[C:8]=2[C:15]([F:18])([F:17])[F:16])[CH:6]=[CH:5][CH:4]=[CH:3][CH:2]=1, predict the reactants needed to synthesize it. (2) Given the product [CH3:22][O:23][C:24]1[N:29]=[CH:28][C:27]([CH:30]([N:32]2[CH2:37][CH2:36][O:35][CH2:34][CH2:33]2)[CH2:4][NH2:5])=[CH:26][CH:25]=1, predict the reactants needed to synthesize it. The reactants are: FC1(F)CC[N:5](C(C2C=CC(C(F)(F)F)=CC=2)CN)[CH2:4]C1.[CH3:22][O:23][C:24]1[N:29]=[CH:28][C:27]([CH:30]=O)=[CH:26][CH:25]=1.[NH:32]1[CH2:37][CH2:36][O:35][CH2:34][CH2:33]1. (3) Given the product [CH3:3][C:4]1([C:9]2[CH:10]=[C:11]([CH2:12][OH:13])[CH:14]=[CH:15][CH:16]=2)[O:5][CH2:6][CH2:7][O:8]1, predict the reactants needed to synthesize it. The reactants are: N#N.[CH3:3][C:4]1([C:9]2[CH:10]=[C:11]([CH:14]=[CH:15][CH:16]=2)[CH:12]=[O:13])[O:8][CH2:7][CH2:6][O:5]1.[BH4-].[Na+].O.